This data is from Experimentally validated miRNA-target interactions with 360,000+ pairs, plus equal number of negative samples. The task is: Binary Classification. Given a miRNA mature sequence and a target amino acid sequence, predict their likelihood of interaction. (1) The protein sequence of the target gene is MPLALTLLLLSGLGAPGGWGCLQCDPLVLEALGHLRSALIPSRFQLEQLQARAGAVLMGMEGPFFRDYALNVFVGKVETNQLDLVASFVKNQTQHLMGNSLKDEPLLEELVTLRANVIKEFKKVLISYELKACNPKLCRLLKEEVLDCLHCQRITPKCIHKKYCFVDRQPRVALQYQMDSKYPRNQALLGILISVSLAVFVFVVIVVSACTYRQNRKLLLQ. Result: 0 (no interaction). The miRNA is hsa-miR-3660 with sequence ACUGACAGGAGAGCAUUUUGA. (2) The miRNA is hsa-miR-92a-2-5p with sequence GGGUGGGGAUUUGUUGCAUUAC. The protein sequence of the target gene is MGKEQELVQAVKAEDVGTAQRLLQRPRPGKAKLLGSTKKINVNFQDPDGFSALHHAALNGNTELISLLLEAQAAVDIKDNKGMRPLHYAAWQGRKEPMKLVLKAGSAVNIPSDEGHIPLHLAAQHGHYDVSEMLLQHQSNPCMVDNSGKTPLDLACEFGRVGVVQLLLSSNMCAALLEPRPGDATDPNGTSPLHLAAKNGHIDIIRLLLQAGIDINRQTKSGTALHEAALCGKTEVVRLLLDSGINAHVRNTYSQTALDIVHQFTTSQASREIKQLLREASAALQVRATKDYCNNYDLTS.... Result: 1 (interaction). (3) The miRNA is hsa-miR-6847-3p with sequence GGCUCAUGUGUCUGUCCUCUUC. The protein sequence of the target gene is MAATCEISNIFSNYFSAMYSSEDSTLASVPPAATFGADDLVLTLSNPQMSLEGTEKASWLGEQPQFWSKTQVLDWISYQVEKNKYDASAIDFSRCDMDGATLCNCALEELRLVFGPLGDQLHAQLRDLTSSSSDELSWIIELLEKDGMAFQEALDPGPFDQGSPFAQELLDDGQQASPYHPGSCGAGAPSPGSSDVSTAGTGASRSSHSSDSGGSDVDLDPTDGKLFPSDGFRDCKKGDPKHGKRKRGRPRKLSKEYWDCLEGKKSKHAPRGTHLWEFIRDILIHPELNEGLMKWENRHE.... Result: 0 (no interaction). (4) The miRNA is hsa-miR-3926 with sequence UGGCCAAAAAGCAGGCAGAGA. The protein sequence of the target gene is MIKCLSVEVQAKLRSGLAISSLGQCVEELALNSIDAEAKCVAVRVNMETFQVQVIDNGFGMGSDDVEKVGNRYFTSKCHSVQDLENPRFYGFRGEALANIADMASAVEISSKKNRTMKTFVKLFQSGKALKACEADVTRASAGTTVTVYNLFYQLPVRRKCMDPRLEFEKVRQRIEALSLMHPSISFSLRNDVSGSMVLQLPKTKDVCSRFCQIYGLGKSQKLREISFKYKEFELSGYISSEAHYNKNMQFLFVNKRLVLRTKLHKLIDFLLRKESIICKPKNGPTSRQMNSSLRHRSTP.... Result: 0 (no interaction). (5) The miRNA is hsa-miR-1587 with sequence UUGGGCUGGGCUGGGUUGGG. The protein sequence of the target gene is MAASAALILPESPSMKKAVPLINAIDTGRFPRLLSRILQKLHLKAESSFSEEEEEKLQAAFSLEKQELHLVLETISFVLEQAVYHNVKPAALQQQLEMIHLRKDKAEAFASAWSAMGQETVEKFRQRILGPHKLETVGWQLNLQMAHSAQAKLQSPQAVLQLGVSKEDAKNVEKVLVEFNHKELFDFYNKLETIQAQLDSLT. Result: 0 (no interaction). (6) The miRNA is hsa-miR-6884-5p with sequence AGAGGCUGAGAAGGUGAUGUUG. The protein sequence of the target gene is MRGFNLLLFWGCCVMHSWEGHIRPTRKPNTKGNNCRDSTLCPAYATCTNTVDSYYCACKQGFLSSNGQNHFKDPGVRCKDIDECSQSPQPCGPNSSCKNLSGRYKCSCLDGFSSPTGNDWVPGKPGNFSCTDINECLTSSVCPEHSDCVNSMGSYSCSCQVGFISRNSTCEDVDECADPRACPEHATCNNTVGNYSCFCNPGFESSSGHLSFQGLKASCEDIDECTEMCPINSTCTNTPGSYFCTCHPGFAPSNGQLNFTDQGVECRDIDECRQDPSTCGPNSICTNALGSYSCGCIAGF.... Result: 0 (no interaction). (7) The miRNA is hsa-miR-3129-5p with sequence GCAGUAGUGUAGAGAUUGGUUU. The protein sequence of the target gene is MASEAVKVVVRCRPMNQRERELRCQPVVTVDCARAQCCIQNPGAADEPPKQFTFDGAYHVDHVTEQIYNEIAYPLVEGVTEGYNGTIFAYGQTGSGKSFTMQGLPDPPSQRGIIPRAFEHVFESVQCAENTKFLVRASYLEIYNEDVRDLLGADTKQKLELKEHPEKGVYVKGLSMHTVHSVAQCEHIMETGWKNRSVGYTLMNKDSSRSHSIFTISIEMSAVDERGKDHLRAGKLNLVDLAGSERQSKTGATGERLKEATKINLSLSALGNVISALVDGRCKHVPYRDSKLTRLLQDSL.... Result: 0 (no interaction). (8) Result: 1 (interaction). The miRNA is mmu-miR-7b-5p with sequence UGGAAGACUUGUGAUUUUGUUGUU. The protein sequence of the target gene is MDRAGRLGAGLRGLCVAALVLVCAGHGGRREDGGPACYGGFDLYFILDKSGSVLHHWNEIYYFVEQLAHRFISPQLRMSFIVFSTRGTTLMKLTEDREQIRQGLEELQKVLPGGDTYMHEGFERASEQIYYENSQGYRTASVIIALTDGELHEDLFFYSEREANRSRDLGAIVYCVGVKDFNETQLARIADSKDHVFPVNDGFQALQGIIHSILKKSCIEILAAEPSTICAGESFQVVVRGNGFRHARNVDRVLCSFKINDSVTLNEKPFAVEDTYLLCPAPILKEVGMKAALQVSMNDG.... (9) The miRNA is hsa-miR-4735-5p with sequence CCUAAUUUGAACACCUUCGGUA. The protein sequence of the target gene is MASVQQGEKQLFEKFWRGTFKAVATPRPESIIVASITARKPLPRTEPQNNPVVPAQDGPSEKLGQHLATEPLGTNSWERDKTCRELGATRGHSASHDKDLTPPPSSRGKKKKKKSTRKKRRRSSSYSPSPVKKKKKKSSKKHKRRRSFSKKRRHSSSSPKSKRRDEKRHKKQSRSRPRKSHRHRHHRCPSRSQSSESRPSSCESRHRGRSPEEGQKSRRRHSRRCSKTLCKDSPEAQSSRPPSQPLQMLGYLSARGVITGSGSAADLFTKTASPLTTSRGRSQEYDSGNDTSSPPSTQTS.... Result: 1 (interaction). (10) The miRNA is mmu-miR-335-3p with sequence UUUUUCAUUAUUGCUCCUGACC. The protein sequence of the target gene is MKPAMETAAEENTEQSQERKVNSRAEMEIGRYHWMYPGSKNHQYRPVPNLGDRAGPLSSPGCFECCIKCLGGVPYASLVATILCFSGVALFCGCGHVALAGTVAILEQHFSTNTSDHALLSEVIQLMQYVIYGIASFFFLYGIILLAEGFYTTSAVKELHGEFKTTACGRCISGMFVFLTYVLGVAWLGVFGFSAVPVFMFYNIWSTCEVIKSPQSNGTSGVEQICVDVRQYGIIPWNAFPGKICGSALENICNTNEFYMSYHLFIVACAGAGATVIALIHFLMILSSNWAYLKDASKMQ.... Result: 1 (interaction).